From a dataset of Full USPTO retrosynthesis dataset with 1.9M reactions from patents (1976-2016). Predict the reactants needed to synthesize the given product. (1) Given the product [CH3:1][C:2]1[N:3]=[C:4]([C:32]([NH:76][CH2:75][CH2:74][N:71]2[CH2:72][CH2:73][O:68][CH2:69][CH2:70]2)=[O:33])[S:5][C:6]=1[C:7]1[CH:8]=[CH:9][C:10]2[N:11]([C:13]([C:16](=[O:31])[NH:17][C:18]3[CH:23]=[C:22]([C:24]4[N:28]=[C:27]([CH3:29])[O:26][N:25]=4)[CH:21]=[CH:20][C:19]=3[CH3:30])=[CH:14][N:15]=2)[CH:12]=1, predict the reactants needed to synthesize it. The reactants are: [CH3:1][C:2]1[N:3]=[C:4]([C:32](O)=[O:33])[S:5][C:6]=1[C:7]1[CH:8]=[CH:9][C:10]2[N:11]([C:13]([C:16](=[O:31])[NH:17][C:18]3[CH:23]=[C:22]([C:24]4[N:28]=[C:27]([CH3:29])[O:26][N:25]=4)[CH:21]=[CH:20][C:19]=3[CH3:30])=[CH:14][N:15]=2)[CH:12]=1.CN(C(ON1N=NC2C=CC=NC1=2)=[N+](C)C)C.F[P-](F)(F)(F)(F)F.CCN(C(C)C)C(C)C.[O:68]1[CH2:73][CH2:72][N:71]([CH2:74][CH2:75][NH2:76])[CH2:70][CH2:69]1. (2) Given the product [CH2:18]([O:17][C:15]([NH:14][C:11]1([C:8]2[O:9][CH:10]=[C:6]([C:4]([OH:5])=[O:3])[N:7]=2)[CH2:13][CH2:12]1)=[O:16])[C:19]1[CH:20]=[CH:21][CH:22]=[CH:23][CH:24]=1, predict the reactants needed to synthesize it. The reactants are: C([O:3][C:4]([C:6]1[N:7]=[C:8]([C:11]2([NH:14][C:15]([O:17][CH2:18][C:19]3[CH:24]=[CH:23][CH:22]=[CH:21][CH:20]=3)=[O:16])[CH2:13][CH2:12]2)[O:9][CH:10]=1)=[O:5])C.[OH-].[Na+].Cl. (3) Given the product [CH:7]([C:6]1[O:9][C:3]([CH:2]=[O:1])=[CH:4][CH:5]=1)=[O:8], predict the reactants needed to synthesize it. The reactants are: [OH:1][CH2:2][C:3]1[O:9][C:6]([CH:7]=[O:8])=[CH:5][CH:4]=1.O=O. (4) Given the product [CH:1]([N:14]1[CH2:19][CH2:18][N:17]([CH2:20][CH:21]2[O:25][C:24](=[O:26])[N:23]([CH2:27][CH2:54][C:55]3[CH:60]=[CH:59][C:58]([O:61][CH3:62])=[CH:57][CH:56]=3)[CH2:22]2)[CH2:16][CH2:15]1)([C:2]1[CH:3]=[CH:4][CH:5]=[CH:6][CH:7]=1)[C:8]1[CH:9]=[CH:10][CH:11]=[CH:12][CH:13]=1, predict the reactants needed to synthesize it. The reactants are: [CH:1]([N:14]1[CH2:19][CH2:18][N:17]([CH2:20][CH:21]2[O:25][C:24](=[O:26])[N:23]([CH2:27]C3C=CC(F)=CC=3)[CH2:22]2)[CH2:16][CH2:15]1)([C:8]1[CH:13]=[CH:12][CH:11]=[CH:10][CH:9]=1)[C:2]1[CH:7]=[CH:6][CH:5]=[CH:4][CH:3]=1.CC1C=CC(S(OCC2OC(=O)N(C[CH2:54][C:55]3[CH:60]=[CH:59][C:58]([O:61][CH3:62])=[CH:57][CH:56]=3)C2)(=O)=O)=CC=1.CC1C=CC(S(OCC2OC(=O)N(CC3C=CC(F)=CC=3)C2)(=O)=O)=CC=1. (5) The reactants are: [C:1]([C:4]1[C:9]([C:10]2[CH:15]=[CH:14][CH:13]=[CH:12][CH:11]=2)=[N:8][N:7]([CH2:16][CH3:17])[C:6](=[O:18])[C:5]=1[N+:19]([O-])=O)(=[O:3])[CH3:2].[S:22]1[C:26]2=[N:27][CH:28]=[CH:29][CH:30]=[C:25]2[C:24](N)=[CH:23]1. Given the product [C:1]([C:4]1[C:9]([C:10]2[CH:15]=[CH:14][CH:13]=[CH:12][CH:11]=2)=[N:8][N:7]([CH2:16][CH3:17])[C:6](=[O:18])[C:5]=1[NH:19][C:24]1[C:25]2[C:26](=[N:27][CH:28]=[CH:29][CH:30]=2)[S:22][CH:23]=1)(=[O:3])[CH3:2], predict the reactants needed to synthesize it.